This data is from Acute oral toxicity (LD50) regression data from Zhu et al.. The task is: Regression/Classification. Given a drug SMILES string, predict its toxicity properties. Task type varies by dataset: regression for continuous values (e.g., LD50, hERG inhibition percentage) or binary classification for toxic/non-toxic outcomes (e.g., AMES mutagenicity, cardiotoxicity, hepatotoxicity). Dataset: ld50_zhu. The compound is CCOP(=S)(CCl)Oc1ccc([N+](=O)[O-])cc1. The rat oral LD50 is 3.37, given as -log10 of the dose in mol/kg body weight (higher means more acutely toxic).